Dataset: Reaction yield outcomes from USPTO patents with 853,638 reactions. Task: Predict the reaction yield, written as a fraction of the theoretical maximum amount of product (1.0 means a 100% yield; for example, 0.34 means a 34% yield). (1) The product is [C:16]([O:15][C@@H:13]([C:10]1[N:9]=[C:8]([C:4]2[CH:5]=[CH:6][CH:7]=[C:2]([Cl:1])[CH:3]=2)[O:12][N:11]=1)[CH3:14])(=[O:18])[CH3:17]. The catalyst is C1(C)C=CC=CC=1. The yield is 0.490. The reactants are [Cl:1][C:2]1[CH:3]=[C:4]([C:8]2[O:12][N:11]=[C:10]([CH:13]([OH:15])[CH3:14])[N:9]=2)[CH:5]=[CH:6][CH:7]=1.[C:16](OC=C)(=[O:18])[CH3:17]. (2) The reactants are [F:1][C:2]([F:12])([C:6]1[CH:11]=[CH:10][CH:9]=[CH:8][CH:7]=1)[C:3]([NH2:5])=O. The catalyst is C1COCC1. The product is [F:1][C:2]([F:12])([C:6]1[CH:7]=[CH:8][CH:9]=[CH:10][CH:11]=1)[CH2:3][NH2:5]. The yield is 0.860. (3) The reactants are [CH3:1][C:2]1([CH3:32])[CH:6]([C:7]2[CH:12]=[CH:11][C:10]([CH3:13])=[CH:9][CH:8]=2)[C:5]2[C:14]([CH3:31])=[C:15]([N:20]3[C:28](=O)[C:27]4[C:22](=[CH:23][CH:24]=[CH:25][CH:26]=4)[C:21]3=O)[C:16]([CH3:19])=[C:17]([CH3:18])[C:4]=2[O:3]1. The catalyst is CCCCCC. The product is [CH3:1][C:2]1([CH3:32])[CH:6]([C:7]2[CH:8]=[CH:9][C:10]([CH3:13])=[CH:11][CH:12]=2)[C:5]2[C:14]([CH3:31])=[C:15]([N:20]3[CH2:21][C:22]4[C:27](=[CH:26][CH:25]=[CH:24][CH:23]=4)[CH2:28]3)[C:16]([CH3:19])=[C:17]([CH3:18])[C:4]=2[O:3]1. The yield is 0.460. (4) The product is [NH2:19][CH2:20][CH:21]([C:23]1[CH:28]=[CH:27][C:26]([N:29]([CH3:30])[C:31]2[CH:36]=[CH:35][C:34]([O:37][C:2]3[N:3]=[C:4]([OH:12])[C:5]4[CH:11]=[CH:10][N:9]=[CH:8][C:6]=4[N:7]=3)=[CH:33][CH:32]=2)=[CH:25][CH:24]=1)[CH3:22]. The yield is 0.0330. No catalyst specified. The reactants are Cl[C:2]1[N:3]=[C:4]([OH:12])[C:5]2[CH:11]=[CH:10][N:9]=[CH:8][C:6]=2[N:7]=1.C(OC(=O)[NH:19][CH2:20][CH:21]([C:23]1[CH:28]=[CH:27][C:26]([N:29]([C:31]2[CH:36]=[CH:35][C:34]([OH:37])=[CH:33][CH:32]=2)[CH3:30])=[CH:25][CH:24]=1)[CH3:22])(C)(C)C. (5) The reactants are [NH2:1][CH2:2][C:3]1[CH:8]=[CH:7][C:6]([NH:9][C:10]([CH:12]2[CH:16]([C:17]3[CH:22]=[CH:21][CH:20]=[C:19]([Cl:23])[C:18]=3[F:24])[C:15]([C:27]3[CH:32]=[CH:31][C:30]([Cl:33])=[CH:29][C:28]=3[F:34])([C:25]#[N:26])[CH:14]([CH2:35][C:36]([CH3:39])([CH3:38])[CH3:37])[NH:13]2)=[O:11])=[CH:5][CH:4]=1.[CH3:40][S:41](Cl)(=[O:43])=[O:42]. The catalyst is C(Cl)Cl. The yield is 0.730. The product is [CH3:40][S:41]([NH:1][CH2:2][C:3]1[CH:8]=[CH:7][C:6]([NH:9][C:10]([CH:12]2[CH:16]([C:17]3[CH:22]=[CH:21][CH:20]=[C:19]([Cl:23])[C:18]=3[F:24])[C:15]([C:27]3[CH:32]=[CH:31][C:30]([Cl:33])=[CH:29][C:28]=3[F:34])([C:25]#[N:26])[CH:14]([CH2:35][C:36]([CH3:39])([CH3:38])[CH3:37])[NH:13]2)=[O:11])=[CH:5][CH:4]=1)(=[O:43])=[O:42]. (6) The reactants are [Br:1][C:2]1[CH:3]=[C:4]([NH:9][C:10]([C:13]2[C:17]([NH:18][CH2:19][CH2:20][O:21][CH3:22])=[N:16][O:15][N:14]=2)=[N:11][OH:12])[CH:5]=[CH:6][C:7]=1[F:8].[C:23](N1C=CN=C1)(N1C=CN=C1)=[O:24]. The catalyst is C(OCC)(=O)C. The product is [Br:1][C:2]1[CH:3]=[C:4]([N:9]2[C:23](=[O:24])[O:12][N:11]=[C:10]2[C:13]2[C:17]([NH:18][CH2:19][CH2:20][O:21][CH3:22])=[N:16][O:15][N:14]=2)[CH:5]=[CH:6][C:7]=1[F:8]. The yield is 0.980. (7) The reactants are [C:1]([C:5]1[O:9]N=C(NC(NC2C=CC(OC3C=CC(OCC)=CN=3)=CC=2)=O)C=1)(C)(C)C.[C:30]([C:34]1[O:38][N:37]=[C:36]([NH:39][C:40]([NH:42][C:43]2[CH:48]=[CH:47][C:46]([O:49][C:50]3[CH:51]=[CH:52][C:53](=[O:56])N[CH:55]=3)=[CH:45][CH:44]=2)=[O:41])[CH:35]=1)([CH3:33])([CH3:32])[CH3:31].I[CH2:58]C. The catalyst is C1C=CC=CC=1. The product is [C:30]([C:34]1[O:38][N:37]=[C:36]([NH:39][C:40]([NH:42][C:43]2[CH:48]=[CH:47][C:46]([O:49][C:50]3[CH:51]=[CH:52][C:53]([O:56][C:5](=[O:9])[CH3:1])=[CH:58][CH:55]=3)=[CH:45][CH:44]=2)=[O:41])[CH:35]=1)([CH3:32])([CH3:33])[CH3:31]. The yield is 0.380. (8) The yield is 0.410. The catalyst is O1CCCC1.[Cu]Cl.C1(C)C=CC=CC=1. The reactants are [C:1]([P:5](Cl)[C:6]([CH3:9])([CH3:8])[CH3:7])([CH3:4])([CH3:3])[CH3:2].[CH2:11](Cl)[CH:12]=[C:13]([CH3:15])[CH3:14].[Mg].S(=O)(=O)(O)O.CO.[Na+].[Na+].[Cl:27][Pd+2:28](Cl)(Cl)[Cl:29]. The product is [Pd:28]([Cl:29])[Cl:27].[C:1]([P:5]([C:6]([CH3:9])([CH3:8])[CH3:7])[CH2:11][CH:12]=[C:13]([CH3:15])[CH3:14])([CH3:4])([CH3:3])[CH3:2].[C:1]([P:5]([C:6]([CH3:9])([CH3:8])[CH3:7])[CH2:11][CH:12]=[C:13]([CH3:15])[CH3:14])([CH3:4])([CH3:3])[CH3:2].